This data is from Reaction yield outcomes from USPTO patents with 853,638 reactions. The task is: Predict the reaction yield, written as a fraction of the theoretical maximum amount of product (1.0 means a 100% yield; for example, 0.34 means a 34% yield). The reactants are Br[C:2]1[CH:3]=[C:4]2[C:9](=[CH:10][CH:11]=1)[CH:8]=[C:7](O)[CH:6]=[CH:5]2.[CH2:13](O)[CH3:14].[C:16](=[O:19])([O-])[O-].[Na+].[Na+]. The catalyst is Cl[Pd](Cl)([P](C1C=CC=CC=1)(C1C=CC=CC=1)C1C=CC=CC=1)[P](C1C=CC=CC=1)(C1C=CC=CC=1)C1C=CC=CC=1.O. The product is [C:9]1([C:10]2[CH:11]=[CH:14][C:13]3[C:5](=[CH:6][CH:7]=[CH:8][CH:9]=3)[C:16]=2[OH:19])[C:4]2[CH2:3][C:2]3[C:10](=[CH:11][CH:2]=[CH:3][CH:4]=3)[C:5]=2[CH:6]=[CH:7][CH:8]=1. The yield is 0.825.